Predict the reaction yield, written as a fraction of the theoretical maximum amount of product (1.0 means a 100% yield; for example, 0.34 means a 34% yield). From a dataset of Reaction yield outcomes from USPTO patents with 853,638 reactions. (1) The reactants are [CH3:1][O:2][C:3]1[C:4]2[C:15]([C:16]3[CH:21]=[CH:20][CH:19]=[CH:18][CH:17]=3)=[C:14]([C:22]3[CH:27]=[CH:26][C:25]([C:28]4([NH:32][C:33](=[O:39])[O:34][C:35]([CH3:38])([CH3:37])[CH3:36])[CH2:31][CH2:30][CH2:29]4)=[CH:24][CH:23]=3)[O:13][C:5]=2[N:6]=[C:7](S(C)(=O)=O)[N:8]=1.[BH4-].[Na+].Cl. The catalyst is C(Cl)Cl.C(O)C. The product is [CH3:1][O:2][C:3]1[C:4]2[C:15]([C:16]3[CH:17]=[CH:18][CH:19]=[CH:20][CH:21]=3)=[C:14]([C:22]3[CH:27]=[CH:26][C:25]([C:28]4([NH:32][C:33](=[O:39])[O:34][C:35]([CH3:37])([CH3:36])[CH3:38])[CH2:29][CH2:30][CH2:31]4)=[CH:24][CH:23]=3)[O:13][C:5]=2[N:6]=[CH:7][N:8]=1. The yield is 0.820. (2) The reactants are [CH3:1][N:2]1[C:10]2[CH:9]=[CH:8][N:7]=[C:6](NCC3C=CC(F)=CC=3)[C:5]=2[C:4]([CH3:20])=[C:3]1[CH3:21].[ClH:22].CN1[C:32]2[CH:31]=[CH:30]N=[C:28]([NH:33][CH2:34][C:35]3[CH:40]=[CH:39][C:38]([F:41])=[CH:37][CH:36]=3)[C:27]=2[C:26]([CH3:42])=C1C.C(=O)(O)[O-].[Na+].[F:49]C1C=CC(CBr)=CC=1. No catalyst specified. The product is [ClH:22].[F:49][C:30]1[CH:42]=[CH:26][C:27]([CH2:28][N:33]([C:9]2[C:10]3[N:2]([CH3:1])[C:3]([CH3:21])=[C:4]([CH3:20])[C:5]=3[CH:6]=[N:7][CH:8]=2)[CH2:34][C:35]2[CH:36]=[CH:37][C:38]([F:41])=[CH:39][CH:40]=2)=[CH:32][CH:31]=1. The yield is 0.499. (3) The yield is 0.770. The product is [CH2:12]([O:19][C:20]1[CH:25]=[CH:24][CH:23]=[CH:22][C:21]=1[CH:32]([C:31]1[CH:34]=[CH:35][C:28]([Cl:27])=[CH:29][CH:30]=1)[OH:33])[C:13]1[CH:18]=[CH:17][CH:16]=[CH:15][CH:14]=1. The catalyst is C1COCC1. The reactants are CCCCCC.C([Li])CCC.[CH2:12]([O:19][C:20]1[CH:25]=[CH:24][CH:23]=[CH:22][C:21]=1Br)[C:13]1[CH:18]=[CH:17][CH:16]=[CH:15][CH:14]=1.[Cl:27][C:28]1[CH:35]=[CH:34][C:31]([CH:32]=[O:33])=[CH:30][CH:29]=1.O. (4) The reactants are [NH:1]([C:42]([O:44][CH2:45][C:46]1[CH:51]=[CH:50][CH:49]=[CH:48][CH:47]=1)=[O:43])[C@H:2]([C:4]([NH:6][C@H:7]([C:9]([NH:11][C@H:12]([C:36](N(C)OC)=[O:37])[CH2:13][C:14](=[O:35])[NH:15][C:16]([C:29]1[CH:34]=[CH:33][CH:32]=[CH:31][CH:30]=1)([C:23]1[CH:28]=[CH:27][CH:26]=[CH:25][CH:24]=1)[C:17]1[CH:22]=[CH:21][CH:20]=[CH:19][CH:18]=1)=[O:10])[CH3:8])=[O:5])[CH3:3].[H-].[Al+3].[Li+].[H-].[H-].[H-].C(O)(=O)CC(CC(O)=O)(C(O)=O)O. The catalyst is C1COCC1. The product is [NH:1]([C:42]([O:44][CH2:45][C:46]1[CH:47]=[CH:48][CH:49]=[CH:50][CH:51]=1)=[O:43])[C@H:2]([C:4]([NH:6][C@H:7]([C:9]([NH:11][C@H:12]([CH:36]=[O:37])[CH2:13][C:14](=[O:35])[NH:15][C:16]([C:17]1[CH:18]=[CH:19][CH:20]=[CH:21][CH:22]=1)([C:29]1[CH:30]=[CH:31][CH:32]=[CH:33][CH:34]=1)[C:23]1[CH:28]=[CH:27][CH:26]=[CH:25][CH:24]=1)=[O:10])[CH3:8])=[O:5])[CH3:3]. The yield is 0.910. (5) The reactants are [F:1][C:2]1[CH:7]=[CH:6][C:5]([C:8](=O)[CH2:9][C:10]([O:12][CH2:13][CH3:14])=[O:11])=[CH:4][CH:3]=1.[CH3:16]N(C(OC)OC)C.C(O)C.[C:27]1([NH:33][NH2:34])[CH:32]=[CH:31][CH:30]=[CH:29][CH:28]=1. The catalyst is C1(C)C=CC=CC=1. The product is [F:1][C:2]1[CH:7]=[CH:6][C:5]([C:8]2[N:33]([C:27]3[CH:32]=[CH:31][CH:30]=[CH:29][CH:28]=3)[N:34]=[CH:16][C:9]=2[C:10]([O:12][CH2:13][CH3:14])=[O:11])=[CH:4][CH:3]=1. The yield is 0.860. (6) The reactants are [O:1]1[CH2:5][CH2:4][O:3][C:2]21[CH2:18][C:10]1[CH:11]=[C:12]3[C:16](=[CH:17][C:9]=1[CH2:8][CH2:7][CH2:6]2)[NH:15][N:14]=[CH:13]3.I[C:20]1[CH:25]=[CH:24][N:23]=[C:22]([CH3:26])[CH:21]=1.[C@@H]1(N)CCCC[C@H]1N.[O-]P([O-])([O-])=O.[K+].[K+].[K+]. The catalyst is O1CCOCC1.[Cu]I. The product is [CH3:26][C:22]1[CH:21]=[C:20]([N:15]2[C:16]3[C:12](=[CH:11][C:10]4[CH2:18][C:2]5([O:1][CH2:5][CH2:4][O:3]5)[CH2:6][CH2:7][CH2:8][C:9]=4[CH:17]=3)[CH:13]=[N:14]2)[CH:25]=[CH:24][N:23]=1. The yield is 0.790. (7) The reactants are [CH3:1][C:2]([O:4][C:5]1[S:9][C:8]2[CH2:10][CH2:11][N:12]([CH:14]([C:22]([CH:24]3[CH2:26][CH2:25]3)=[O:23])[C:15]3[CH:16]=[CH:17][CH:18]=[CH:19][C:20]=3[F:21])[CH2:13][C:7]=2[CH:6]=1)=[O:3].[ClH:27]. The catalyst is CC(C)=O. The product is [CH3:1][C:2]([O:4][C:5]1[S:9][C:8]2[CH2:10][CH2:11][N:12]([CH:14]([C:22]([CH:24]3[CH2:26][CH2:25]3)=[O:23])[C:15]3[CH:16]=[CH:17][CH:18]=[CH:19][C:20]=3[F:21])[CH2:13][C:7]=2[CH:6]=1)=[O:3].[ClH:27]. The yield is 0.900. (8) The catalyst is CO.C(Cl)Cl. The product is [NH2:1][C:4]1[CH:22]=[CH:21][C:7]([O:8][CH2:9][C:10]2[O:14][N:13]=[C:12]([C:15]3[CH:20]=[CH:19][CH:18]=[CH:17][CH:16]=3)[N:11]=2)=[CH:6][CH:5]=1. The yield is 0.510. The reactants are [N+:1]([C:4]1[CH:22]=[CH:21][C:7]([O:8][CH2:9][C:10]2[O:14][N:13]=[C:12]([C:15]3[CH:20]=[CH:19][CH:18]=[CH:17][CH:16]=3)[N:11]=2)=[CH:6][CH:5]=1)([O-])=O.S(S([O-])=O)([O-])=O.[Na+].[Na+].C([O-])([O-])=O.[K+].[K+]. (9) The reactants are Cl.C(O[C:7](=O)[N:8]([CH2:10][CH2:11][NH:12][CH2:13][C:14]1[CH:19]=[CH:18][C:17]([C:20]2[CH:25]=[CH:24][CH:23]=[C:22]([N:26]3[C:31]4[N:32]=[CH:33][C:34]([F:36])=[CH:35][C:30]=4[C:29](=[O:37])[N:28]([C@H:38]4[CH2:43][CH2:42][C@@H:41]([NH:44][C:45]([C:47]5[N:48]=[C:49]6[CH:54]=[CH:53][C:52]([F:55])=[CH:51][N:50]6[CH:56]=5)=[O:46])[CH2:40][CH2:39]4)[C:27]3=[O:57])[CH:21]=2)=[CH:16][CH:15]=1)C)(C)(C)C.C(O)(=O)C. The catalyst is O1CCOCC1.CO. The product is [F:55][C:52]1[CH:53]=[CH:54][C:49]2[N:50]([CH:56]=[C:47]([C:45]([NH:44][C@H:41]3[CH2:40][CH2:39][C@@H:38]([N:28]4[C:29](=[O:37])[C:30]5[CH:35]=[C:34]([F:36])[CH:33]=[N:32][C:31]=5[N:26]([C:22]5[CH:21]=[C:20]([C:17]6[CH:16]=[CH:15][C:14]([CH2:13][NH:12][CH2:11][CH2:10][NH:8][CH3:7])=[CH:19][CH:18]=6)[CH:25]=[CH:24][CH:23]=5)[C:27]4=[O:57])[CH2:43][CH2:42]3)=[O:46])[N:48]=2)[CH:51]=1. The yield is 0.420. (10) The reactants are [Br:1][C:2]1[C:12]2[CH2:11][CH2:10][CH2:9][C:8](=[O:13])[NH:7][C:6]=2[CH:5]=[CH:4][C:3]=1[CH3:14].[H-].[Na+].[CH3:17]I. The catalyst is CN(C=O)C. The product is [Br:1][C:2]1[C:12]2[CH2:11][CH2:10][CH2:9][C:8](=[O:13])[N:7]([CH3:17])[C:6]=2[CH:5]=[CH:4][C:3]=1[CH3:14]. The yield is 0.839.